This data is from Reaction yield outcomes from USPTO patents with 853,638 reactions. The task is: Predict the reaction yield, written as a fraction of the theoretical maximum amount of product (1.0 means a 100% yield; for example, 0.34 means a 34% yield). The reactants are [C:1]([O:5][C:6]1[CH:14]=[C:13]2[C:9]([CH:10]=[C:11]([C:15]([CH3:18])([CH3:17])[CH3:16])[NH:12]2)=[CH:8][C:7]=1[N+:19]([O-])=O)([CH3:4])([CH3:3])[CH3:2]. The catalyst is CO.[Ni]. The product is [C:1]([O:5][C:6]1[CH:14]=[C:13]2[C:9]([CH:10]=[C:11]([C:15]([CH3:18])([CH3:17])[CH3:16])[NH:12]2)=[CH:8][C:7]=1[NH2:19])([CH3:4])([CH3:3])[CH3:2]. The yield is 0.320.